From a dataset of NCI-60 drug combinations with 297,098 pairs across 59 cell lines. Regression. Given two drug SMILES strings and cell line genomic features, predict the synergy score measuring deviation from expected non-interaction effect. (1) Cell line: T-47D. Drug 2: CC(C)(C#N)C1=CC(=CC(=C1)CN2C=NC=N2)C(C)(C)C#N. Synergy scores: CSS=12.5, Synergy_ZIP=-3.58, Synergy_Bliss=0.251, Synergy_Loewe=1.09, Synergy_HSA=1.16. Drug 1: CC1=CC2C(CCC3(C2CCC3(C(=O)C)OC(=O)C)C)C4(C1=CC(=O)CC4)C. (2) Drug 1: C1CC(C1)(C(=O)O)C(=O)O.[NH2-].[NH2-].[Pt+2]. Drug 2: CC1=C(C(=CC=C1)Cl)NC(=O)C2=CN=C(S2)NC3=CC(=NC(=N3)C)N4CCN(CC4)CCO. Cell line: HS 578T. Synergy scores: CSS=7.52, Synergy_ZIP=-1.90, Synergy_Bliss=-2.10, Synergy_Loewe=-9.21, Synergy_HSA=-1.56. (3) Drug 1: COCCOC1=C(C=C2C(=C1)C(=NC=N2)NC3=CC=CC(=C3)C#C)OCCOC.Cl. Drug 2: CC1C(C(CC(O1)OC2CC(CC3=C2C(=C4C(=C3O)C(=O)C5=CC=CC=C5C4=O)O)(C(=O)C)O)N)O. Cell line: SF-539. Synergy scores: CSS=49.1, Synergy_ZIP=-1.41, Synergy_Bliss=1.03, Synergy_Loewe=2.35, Synergy_HSA=3.22. (4) Drug 1: CC1=CC2C(CCC3(C2CCC3(C(=O)C)OC(=O)C)C)C4(C1=CC(=O)CC4)C. Drug 2: C(CCl)NC(=O)N(CCCl)N=O. Cell line: SK-MEL-5. Synergy scores: CSS=-9.64, Synergy_ZIP=6.80, Synergy_Bliss=3.75, Synergy_Loewe=-10.2, Synergy_HSA=-6.79. (5) Drug 1: C(=O)(N)NO. Drug 2: CCC1(C2=C(COC1=O)C(=O)N3CC4=CC5=C(C=CC(=C5CN(C)C)O)N=C4C3=C2)O.Cl. Cell line: MALME-3M. Synergy scores: CSS=6.97, Synergy_ZIP=-5.31, Synergy_Bliss=-3.39, Synergy_Loewe=-7.75, Synergy_HSA=-1.68. (6) Drug 1: C1=CC(=C2C(=C1NCCNCCO)C(=O)C3=C(C=CC(=C3C2=O)O)O)NCCNCCO. Drug 2: C1CC(=O)NC(=O)C1N2C(=O)C3=CC=CC=C3C2=O. Cell line: DU-145. Synergy scores: CSS=64.6, Synergy_ZIP=2.54, Synergy_Bliss=3.85, Synergy_Loewe=-45.5, Synergy_HSA=3.74. (7) Drug 2: CC(C)(C#N)C1=CC(=CC(=C1)CN2C=NC=N2)C(C)(C)C#N. Cell line: EKVX. Synergy scores: CSS=2.27, Synergy_ZIP=0.656, Synergy_Bliss=9.54, Synergy_Loewe=0.559, Synergy_HSA=1.04. Drug 1: C1CN1P(=S)(N2CC2)N3CC3. (8) Drug 1: C#CCC(CC1=CN=C2C(=N1)C(=NC(=N2)N)N)C3=CC=C(C=C3)C(=O)NC(CCC(=O)O)C(=O)O. Drug 2: N.N.Cl[Pt+2]Cl. Cell line: CAKI-1. Synergy scores: CSS=28.3, Synergy_ZIP=-10.0, Synergy_Bliss=-5.42, Synergy_Loewe=-5.63, Synergy_HSA=-5.71. (9) Synergy scores: CSS=29.1, Synergy_ZIP=-5.06, Synergy_Bliss=-4.97, Synergy_Loewe=-2.87, Synergy_HSA=-1.58. Drug 1: CNC(=O)C1=CC=CC=C1SC2=CC3=C(C=C2)C(=NN3)C=CC4=CC=CC=N4. Drug 2: CCC1=C2CN3C(=CC4=C(C3=O)COC(=O)C4(CC)O)C2=NC5=C1C=C(C=C5)O. Cell line: SF-539.